This data is from Forward reaction prediction with 1.9M reactions from USPTO patents (1976-2016). The task is: Predict the product of the given reaction. (1) Given the reactants [CH3:1][C:2]([N:10]1[CH2:15][CH2:14][CH:13]([NH:16][CH2:17][C:18]2[CH:23]=[CH:22][C:21]([C:24]3[CH:29]=[CH:28][C:27]([O:30][C:31]([F:34])([F:33])[F:32])=[CH:26][CH:25]=3)=[CH:20][CH:19]=2)[CH2:12][CH2:11]1)([CH3:9])[C:3]([O:5][CH:6]([CH3:8])[CH3:7])=[O:4].[F:35][C:36]1[C:41]([F:42])=[CH:40][CH:39]=[CH:38][C:37]=1[CH2:43][CH2:44][C:45]1[N:50]([CH2:51][C:52]([OH:54])=O)[C:49]2N=CC=C[C:48]=2[C:47](=[O:59])[N:46]=1.CN(C(O[N:68]1N=N[C:70]2[CH:71]=CC=N[C:69]1=2)=[N+](C)C)C.F[P-](F)(F)(F)(F)F.CCN(C(C)C)C(C)C, predict the reaction product. The product is: [F:35][C:36]1[C:41]([F:42])=[CH:40][CH:39]=[CH:38][C:37]=1[CH2:43][CH2:44][C:45]1[N:50]([CH2:51][C:52]([N:16]([CH2:17][C:18]2[CH:23]=[CH:22][C:21]([C:24]3[CH:25]=[CH:26][C:27]([O:30][C:31]([F:33])([F:32])[F:34])=[CH:28][CH:29]=3)=[CH:20][CH:19]=2)[CH:13]2[CH2:14][CH2:15][N:10]([C:2]([CH3:1])([CH3:9])[C:3]([O:5][CH:6]([CH3:8])[CH3:7])=[O:4])[CH2:11][CH2:12]2)=[O:54])[C:49]2[CH:71]=[CH:70][CH:69]=[N:68][C:48]=2[C:47](=[O:59])[N:46]=1. (2) The product is: [C:1]([O:9][C:10]1[CH:19]=[CH:18][CH:17]=[C:16]2[C:11]=1[CH2:12][C@H:13]1[CH2:22][C@@H:21]([OH:23])[C@H:20]([CH2:24][CH2:25][C@@H:26]([OH:32])[CH2:27][CH2:28][CH2:29][CH2:30][CH3:31])[C@H:14]1[CH2:15]2)(=[O:8])[C:2]1[CH:7]=[CH:6][CH:5]=[CH:4][CH:3]=1. Given the reactants [C:1]([O:9][C:10]1[CH:19]=[CH:18][CH:17]=[C:16]2[C:11]=1[CH2:12][C@H:13]1[CH2:22][C@@H:21]([OH:23])[C@H:20](/[CH:24]=[CH:25]/[C@@H:26]([OH:32])[CH2:27][CH2:28][CH2:29][CH2:30][CH3:31])[C@H:14]1[CH2:15]2)(=[O:8])[C:2]1[CH:7]=[CH:6][CH:5]=[CH:4][CH:3]=1, predict the reaction product. (3) Given the reactants [CH3:1][C:2]1[C:3]([CH:23]=[CH:24][CH3:25])=[C:4]([CH:20]=[CH:21][CH:22]=1)[C:5]([NH:7][C:8]1([C:17]([OH:19])=[O:18])[CH2:16][C:15]2[C:10](=[CH:11][CH:12]=[CH:13][CH:14]=2)[CH2:9]1)=[O:6], predict the reaction product. The product is: [CH3:1][C:2]1[C:3]([CH2:23][CH2:24][CH3:25])=[C:4]([CH:20]=[CH:21][CH:22]=1)[C:5]([NH:7][C:8]1([C:17]([OH:19])=[O:18])[CH2:16][C:15]2[C:10](=[CH:11][CH:12]=[CH:13][CH:14]=2)[CH2:9]1)=[O:6]. (4) Given the reactants CN(C(ON1N=NC2C=CC=NC1=2)=[N+](C)C)C.F[P-](F)(F)(F)(F)F.[CH3:25][C:26]1[CH:31]=[CH:30][CH:29]=[CH:28][C:27]=1[N:32]1[CH2:37][CH2:36][NH:35][CH2:34][CH2:33]1.[Cl:38][C:39]1[C:40]([C:49]([F:52])([F:51])[F:50])=[N:41][N:42]([CH2:45][C:46](O)=[O:47])[C:43]=1[CH3:44], predict the reaction product. The product is: [Cl:38][C:39]1[C:40]([C:49]([F:51])([F:50])[F:52])=[N:41][N:42]([CH2:45][C:46]([N:35]2[CH2:36][CH2:37][N:32]([C:27]3[CH:28]=[CH:29][CH:30]=[CH:31][C:26]=3[CH3:25])[CH2:33][CH2:34]2)=[O:47])[C:43]=1[CH3:44]. (5) Given the reactants O=[C:2]([CH2:6][CH3:7])[C:3]([OH:5])=[O:4].C1(C)C=CC=CC=1.[NH:15]1[CH2:19][CH2:18][CH2:17][C:16]1=[O:20], predict the reaction product. The product is: [O:20]=[C:16]1[CH2:17][CH2:18][CH2:19][N:15]1/[C:2](=[CH:6]\[CH3:7])/[C:3]([OH:5])=[O:4]. (6) The product is: [Si:1]([C:8]1[C:44]([CH:42]=[O:43])=[C:16]2[C:10](=[CH:11][CH:12]=[CH:13][CH:14]=[CH:15]2)[C:9]=1[CH:19]=[O:28])([C:4]([CH3:7])([CH3:6])[CH3:5])([CH3:3])[CH3:2]. Given the reactants [Si:1]([C:8]1C(C)=[C:16]2[C:10](=[CH:11][CH:12]=[CH:13][CH:14]=[CH:15]2)[C:9]=1[CH3:19])([C:4]([CH3:7])([CH3:6])[CH3:5])([CH3:3])[CH3:2].ClC1C(=O)C(C#N)=C(C#N)C(=[O:28])C=1Cl.S([O-])([O-])(=O)=S.[Na+].[Na+].C[C:42]([CH3:44])=[O:43], predict the reaction product. (7) Given the reactants [SH:1][C:2]1[CH:7]=[CH:6][CH:5]=[CH:4][CH:3]=1.Cl[CH:9]([O:11]C)Cl, predict the reaction product. The product is: [SH:1][C:2]1[CH:7]=[CH:6][C:5]([CH:9]=[O:11])=[CH:4][CH:3]=1.